From a dataset of Forward reaction prediction with 1.9M reactions from USPTO patents (1976-2016). Predict the product of the given reaction. Given the reactants [C:1]([C:3]1[CH:4]=[C:5]2[C:9](=[CH:10][CH:11]=1)[NH:8][CH:7]=[CH:6]2)#[N:2].[OH-].[Na+].ClCCl.Br[CH2:18][CH2:19][CH2:20][C:21]([O:23]CC)=[O:22].[OH-].C([N+](CCCC)(CCCC)CCCC)CCC, predict the reaction product. The product is: [C:1]([C:3]1[CH:4]=[C:5]2[C:9](=[CH:10][CH:11]=1)[N:8]([CH2:18][CH2:19][CH2:20][C:21]([OH:23])=[O:22])[CH:7]=[CH:6]2)#[N:2].